This data is from Forward reaction prediction with 1.9M reactions from USPTO patents (1976-2016). The task is: Predict the product of the given reaction. Given the reactants [C:1]([CH:3]([N:17]([CH3:25])[C:18](=[O:24])[O:19][C:20]([CH3:23])([CH3:22])[CH3:21])[CH2:4][CH2:5][C:6]([CH3:16])([CH3:15])[CH2:7][O:8][CH:9]1[CH2:14][CH2:13][CH2:12][CH2:11][O:10]1)#[N:2].[NH2:26][OH:27], predict the reaction product. The product is: [NH2:2]/[C:1](=[N:26]\[OH:27])/[CH:3]([N:17]([CH3:25])[C:18](=[O:24])[O:19][C:20]([CH3:23])([CH3:22])[CH3:21])[CH2:4][CH2:5][C:6]([CH3:16])([CH3:15])[CH2:7][O:8][CH:9]1[CH2:14][CH2:13][CH2:12][CH2:11][O:10]1.